Dataset: Forward reaction prediction with 1.9M reactions from USPTO patents (1976-2016). Task: Predict the product of the given reaction. (1) Given the reactants [C:1]([O:4][CH2:5][CH2:6][N:7]([CH2:19][C:20]1[CH:25]=[CH:24][C:23]([CH2:26][N:27]=CC2C=CC=CC=2)=[CH:22][CH:21]=1)[CH2:8][CH2:9][CH2:10][CH2:11][N:12]([CH2:16][CH2:17][CH3:18])[CH2:13][CH2:14][CH3:15])(=[O:3])[CH3:2].Cl, predict the reaction product. The product is: [C:1]([O:4][CH2:5][CH2:6][N:7]([CH2:19][C:20]1[CH:25]=[CH:24][C:23]([CH2:26][NH2:27])=[CH:22][CH:21]=1)[CH2:8][CH2:9][CH2:10][CH2:11][N:12]([CH2:13][CH2:14][CH3:15])[CH2:16][CH2:17][CH3:18])(=[O:3])[CH3:2]. (2) Given the reactants [Br:1][C:2]1[CH:3]=[C:4]([O:10][CH3:11])[C:5]([O:8][CH3:9])=[CH:6][CH:7]=1.[Cl:12][S:13](O)(=[O:15])=[O:14], predict the reaction product. The product is: [Br:1][C:2]1[CH:3]=[C:4]([O:10][CH3:11])[C:5]([O:8][CH3:9])=[CH:6][C:7]=1[S:13]([Cl:12])(=[O:15])=[O:14]. (3) Given the reactants [O:1]1[C:6]2[CH:7]=[CH:8][C:9](B(O)O)=[CH:10][C:5]=2[O:4][CH2:3][CH2:2]1.Br[C:15]1[CH:16]=[C:17]([CH:19]=[CH:20][CH:21]=1)[NH2:18].C([O-])([O-])=O.[Na+].[Na+], predict the reaction product. The product is: [O:1]1[C:6]2[CH:7]=[CH:8][C:9]([C:15]3[CH:16]=[C:17]([NH2:18])[CH:19]=[CH:20][CH:21]=3)=[CH:10][C:5]=2[O:4][CH2:3][CH2:2]1. (4) The product is: [CH3:39][O:38][C:36]([C:28]1[CH:29]=[C:30]([C:2]2[CH:3]=[CH:4][C:5]([CH:8]([C:19]3[CH:24]=[CH:23][CH:22]=[CH:21][C:20]=3[CH3:25])[CH2:9][C:10]([C:12]3[CH:17]=[CH:16][N:15]=[C:14]([CH3:18])[CH:13]=3)=[O:11])=[CH:6][CH:7]=2)[CH:31]=[CH:32][C:27]=1[F:26])=[O:37]. Given the reactants Br[C:2]1[CH:7]=[CH:6][C:5]([CH:8]([C:19]2[CH:24]=[CH:23][CH:22]=[CH:21][C:20]=2[CH3:25])[CH2:9][C:10]([C:12]2[CH:17]=[CH:16][N:15]=[C:14]([CH3:18])[CH:13]=2)=[O:11])=[CH:4][CH:3]=1.[F:26][C:27]1[CH:32]=[CH:31][C:30](B(O)O)=[CH:29][C:28]=1[C:36]([O:38][CH3:39])=[O:37], predict the reaction product. (5) Given the reactants [C:1]1([S:7]([N:10]2[C:14]3=[N:15][CH:16]=[C:17]([N+:27]([O-:29])=[O:28])[C:18]([NH:19][C@H:20]4[CH2:25][CH2:24][CH2:23][C@H:22]([OH:26])[CH2:21]4)=[C:13]3[CH:12]=[CH:11]2)(=[O:9])=[O:8])[CH:6]=[CH:5][CH:4]=[CH:3][CH:2]=1.C1(S(N2C3=NC=C([N+]([O-])=O)C(N[C@@H]4CCC[C@H](O)C4)=C3C=C2)(=O)=O)C=CC=CC=1, predict the reaction product. The product is: [C:1]1([S:7]([N:10]2[C:14]3=[N:15][CH:16]=[C:17]([N+:27]([O-:29])=[O:28])[C:18]([NH:19][CH:20]4[CH2:25][CH2:24][CH2:23][CH:22]([OH:26])[CH2:21]4)=[C:13]3[CH:12]=[CH:11]2)(=[O:9])=[O:8])[CH:6]=[CH:5][CH:4]=[CH:3][CH:2]=1. (6) Given the reactants [F:1][C:2]([F:14])([F:13])[C:3]1[CH:8]=[CH:7][C:6]([CH2:9][C:10]([OH:12])=O)=[CH:5][CH:4]=1.[CH3:15][O:16][C:17]1[CH:18]=[C:19]([CH:21]=[CH:22][C:23]=1[O:24][CH3:25])[NH2:20].Cl.CN(C)CCCN=C=NCC, predict the reaction product. The product is: [CH3:15][O:16][C:17]1[CH:18]=[C:19]([NH:20][C:10](=[O:12])[CH2:9][C:6]2[CH:5]=[CH:4][C:3]([C:2]([F:1])([F:14])[F:13])=[CH:8][CH:7]=2)[CH:21]=[CH:22][C:23]=1[O:24][CH3:25]. (7) Given the reactants [Br:1][C:2]1[CH:10]=[CH:9][C:8]([Br:11])=[C:7]2[C:3]=1[CH2:4][CH:5]([CH3:13])[C:6]2=O.[BH4-].[Na+].CO.OS(O)(=O)=O, predict the reaction product. The product is: [Br:1][C:2]1[CH:10]=[CH:9][C:8]([Br:11])=[C:7]2[C:3]=1[CH:4]=[C:5]([CH3:13])[CH2:6]2.